Dataset: Catalyst prediction with 721,799 reactions and 888 catalyst types from USPTO. Task: Predict which catalyst facilitates the given reaction. (1) Reactant: [CH2:1]([O:8][C:9]1[CH:24]=[CH:23][C:12]([C:13]([NH:15][C:16]2[CH:17]=[N:18][CH:19]=[CH:20][C:21]=2Cl)=O)=[CH:11][CH:10]=1)[C:2]1[CH:7]=[CH:6][CH:5]=[CH:4][CH:3]=1.COC1C=CC(P2(=S)SP(C3C=CC(OC)=CC=3)(=S)[S:34]2)=CC=1.O. Product: [CH2:1]([O:8][C:9]1[CH:24]=[CH:23][C:12]([C:13]2[S:34][C:21]3[CH:20]=[CH:19][N:18]=[CH:17][C:16]=3[N:15]=2)=[CH:11][CH:10]=1)[C:2]1[CH:7]=[CH:6][CH:5]=[CH:4][CH:3]=1. The catalyst class is: 11. (2) Reactant: C(OC(=O)[NH:7][C@H:8]([CH3:17])[C:9]([N:11]1[CH2:14][CH:13]([C:15]#[N:16])[CH2:12]1)=[O:10])(C)(C)C.[F:19][C:20]([F:25])([F:24])[C:21]([OH:23])=[O:22]. Product: [F:19][C:20]([F:25])([F:24])[C:21]([OH:23])=[O:22].[NH2:7][C@H:8]([CH3:17])[C:9]([N:11]1[CH2:12][CH:13]([C:15]#[N:16])[CH2:14]1)=[O:10]. The catalyst class is: 4. (3) Reactant: [Cl:1][C:2]1[C:7]([O:8][CH3:9])=[CH:6][C:5]([O:10][CH3:11])=[C:4]([Cl:12])[C:3]=1[N:13]1[CH2:22][C:21]2[C:16](=[N:17][C:18](S(C)(=O)=O)=[N:19][CH:20]=2)[N:15]([CH3:27])[C:14]1=[O:28].[CH3:29][C:30]1[CH:36]=[CH:35][CH:34]=[C:33]([N+:37]([O-:39])=[O:38])[C:31]=1[NH2:32].C([O-])(C)(C)C.[K+]. Product: [Cl:1][C:2]1[C:7]([O:8][CH3:9])=[CH:6][C:5]([O:10][CH3:11])=[C:4]([Cl:12])[C:3]=1[N:13]1[CH2:22][C:21]2[C:16](=[N:17][C:18]([NH:32][C:31]3[C:33]([N+:37]([O-:39])=[O:38])=[CH:34][CH:35]=[CH:36][C:30]=3[CH3:29])=[N:19][CH:20]=2)[N:15]([CH3:27])[C:14]1=[O:28]. The catalyst class is: 9. (4) Reactant: [N:1]1[C:10]2[C:5](=[CH:6][CH:7]=[CH:8][CH:9]=2)[CH:4]=[CH:3][C:2]=1[N:11]1[CH2:16][CH2:15][N:14]([CH2:17][CH2:18][CH2:19][CH2:20][C:21]([NH:23][C:24]2[CH2:29][CH2:28][CH2:27][CH2:26][C:25]=2[C:30]([O:32]CC)=O)=O)[CH2:13][CH2:12]1.O.[NH2:36][NH2:37]. Product: [NH2:36][N:37]1[C:30](=[O:32])[C:25]2[CH2:26][CH2:27][CH2:28][CH2:29][C:24]=2[N:23]=[C:21]1[CH2:20][CH2:19][CH2:18][CH2:17][N:14]1[CH2:13][CH2:12][N:11]([C:2]2[CH:3]=[CH:4][C:5]3[C:10](=[CH:9][CH:8]=[CH:7][CH:6]=3)[N:1]=2)[CH2:16][CH2:15]1. The catalyst class is: 8. (5) Reactant: [N:1]([C:4]1[C:13]([F:14])=[C:12]([F:15])[C:7]([C:8]([O:10]C)=[O:9])=[C:6]([F:16])[C:5]=1[F:17])=[N+:2]=[N-:3].[OH-].[Na+].Cl. Product: [N:1]([C:4]1[C:5]([F:17])=[C:6]([F:16])[C:7]([C:8]([OH:10])=[O:9])=[C:12]([F:15])[C:13]=1[F:14])=[N+:2]=[N-:3]. The catalyst class is: 24.